Dataset: Full USPTO retrosynthesis dataset with 1.9M reactions from patents (1976-2016). Task: Predict the reactants needed to synthesize the given product. (1) Given the product [F:14][C:2]([F:1])([F:13])[C:3]1[CH:4]=[C:5]2[C:9](=[CH:10][CH:11]=1)[NH:8][N:7]=[C:6]2[NH:12][CH2:16][C:15]([O:19][CH2:20][CH3:21])=[O:18], predict the reactants needed to synthesize it. The reactants are: [F:1][C:2]([F:14])([F:13])[C:3]1[CH:4]=[C:5]2[C:9](=[CH:10][CH:11]=1)[NH:8][N:7]=[C:6]2[NH2:12].[C:15]([O:19][CH2:20][CH3:21])(=[O:18])[CH:16]=O.C([BH3-])#N.[Na+]. (2) Given the product [C:15]([C:17]([C:28]1[CH:32]=[CH:31][S:30][CH:29]=1)([CH:25]([CH3:27])[CH3:26])[CH2:18][CH2:19][CH2:20][OH:21])#[N:16], predict the reactants needed to synthesize it. The reactants are: O1CCCC1.[H-].[Al+3].[Li+].[H-].[H-].[H-].[OH-].[Na+].O.[C:15]([C:17]([C:28]1[CH:32]=[CH:31][S:30][CH:29]=1)([CH:25]([CH3:27])[CH3:26])[CH2:18][CH2:19][C:20](OCC)=[O:21])#[N:16].